From a dataset of Full USPTO retrosynthesis dataset with 1.9M reactions from patents (1976-2016). Predict the reactants needed to synthesize the given product. (1) Given the product [CH:1]1([N:4]([CH2:18][C:19]([OH:21])=[O:20])[S:5]([C:8]2[C:13]([CH3:14])=[CH:12][C:11]([O:15][CH3:16])=[CH:10][C:9]=2[CH3:17])(=[O:7])=[O:6])[CH2:2][CH2:3]1, predict the reactants needed to synthesize it. The reactants are: [CH:1]1([N:4]([CH2:18][C:19]([O:21]CC)=[O:20])[S:5]([C:8]2[C:13]([CH3:14])=[CH:12][C:11]([O:15][CH3:16])=[CH:10][C:9]=2[CH3:17])(=[O:7])=[O:6])[CH2:3][CH2:2]1.[Li+].[OH-]. (2) Given the product [CH2:28]([N:35]1[CH2:39][CH2:38][CH:37]([NH:40][CH2:1][C:3]2[N:4]=[CH:5][C:6]([NH:9][C:10](=[O:27])[CH:11]([NH:15][C:16](=[O:26])[CH2:17][C:18]3[CH:23]=[C:22]([F:24])[CH:21]=[C:20]([F:25])[CH:19]=3)[CH2:12][CH2:13][CH3:14])=[N:7][CH:8]=2)[CH2:36]1)[C:29]1[CH:30]=[CH:31][CH:32]=[CH:33][CH:34]=1, predict the reactants needed to synthesize it. The reactants are: [CH:1]([C:3]1[N:4]=[CH:5][C:6]([NH:9][C:10](=[O:27])[CH:11]([NH:15][C:16](=[O:26])[CH2:17][C:18]2[CH:23]=[C:22]([F:24])[CH:21]=[C:20]([F:25])[CH:19]=2)[CH2:12][CH2:13][CH3:14])=[N:7][CH:8]=1)=O.[CH2:28]([N:35]1[CH2:39][CH2:38][CH:37]([NH2:40])[CH2:36]1)[C:29]1[CH:34]=[CH:33][CH:32]=[CH:31][CH:30]=1.C(O)(=O)C.S([O-])([O-])(=O)=O.[Na+].[Na+].C(O[BH-](OC(=O)C)OC(=O)C)(=O)C.[Na+]. (3) The reactants are: [CH:1]1([C:11]([OH:13])=O)[C:10]2[C:5](=[CH:6][CH:7]=[CH:8][CH:9]=2)[CH2:4][CH2:3][CH2:2]1.[CH2:14]([N:21]1[CH:25]=[C:24]([CH2:26][NH:27][C:28]2[CH:33]=[CH:32][C:31]([CH:34]([CH3:36])[CH3:35])=[CH:30][CH:29]=2)[CH:23]=[N:22]1)[C:15]1[CH:20]=[CH:19][CH:18]=[CH:17][CH:16]=1. Given the product [CH2:14]([N:21]1[CH:25]=[C:24]([CH2:26][N:27]([C:28]2[CH:29]=[CH:30][C:31]([CH:34]([CH3:36])[CH3:35])=[CH:32][CH:33]=2)[C:11]([CH:1]2[C:10]3[C:5](=[CH:6][CH:7]=[CH:8][CH:9]=3)[CH2:4][CH2:3][CH2:2]2)=[O:13])[CH:23]=[N:22]1)[C:15]1[CH:16]=[CH:17][CH:18]=[CH:19][CH:20]=1, predict the reactants needed to synthesize it. (4) Given the product [OH:14][CH:11]([CH:10]([N:1]1[C:9]2[C:4](=[CH:5][CH:6]=[CH:7][CH:8]=2)[CH:3]=[CH:2]1)[C:15]1[CH:20]=[CH:19][CH:18]=[CH:17][CH:16]=1)[CH2:12][O:13][C:28](=[O:29])[C:27]1[CH:26]=[CH:25][C:24]([N+:21]([O-:23])=[O:22])=[CH:32][CH:31]=1, predict the reactants needed to synthesize it. The reactants are: [N:1]1([CH:10]([C:15]2[CH:20]=[CH:19][CH:18]=[CH:17][CH:16]=2)[CH:11]([OH:14])[CH2:12][OH:13])[C:9]2[C:4](=[CH:5][CH:6]=[CH:7][CH:8]=2)[CH:3]=[CH:2]1.[N+:21]([C:24]1[CH:32]=[CH:31][C:27]([C:28](Cl)=[O:29])=[CH:26][CH:25]=1)([O-:23])=[O:22].